From a dataset of Reaction yield outcomes from USPTO patents with 853,638 reactions. Predict the reaction yield, written as a fraction of the theoretical maximum amount of product (1.0 means a 100% yield; for example, 0.34 means a 34% yield). (1) The reactants are Cl[C:2]1[N:7]=[N:6][C:5]([NH2:8])=[CH:4][CH:3]=1.[F:9][C:10]([F:21])([F:20])[C:11]1[CH:16]=[CH:15][C:14](B(O)O)=[CH:13][CH:12]=1.[F-].[Cs+].C(N(CC)CC)C. The catalyst is C(O)CC.C1C=CC(P(C2C=CC=CC=2)[C-]2C=CC=C2)=CC=1.C1C=CC(P(C2C=CC=CC=2)[C-]2C=CC=C2)=CC=1.Cl[Pd]Cl.[Fe+2].O. The product is [F:9][C:10]([F:21])([F:20])[C:11]1[CH:16]=[CH:15][C:14]([C:2]2[N:7]=[N:6][C:5]([NH2:8])=[CH:4][CH:3]=2)=[CH:13][CH:12]=1. The yield is 0.271. (2) The reactants are S(Cl)([Cl:3])=O.[CH2:5]([O:12][C:13]1[CH:22]=[C:21]2[C:16]([C:17](=O)[CH:18]=[CH:19][NH:20]2)=[CH:15][C:14]=1[C:24]([O:26]C1C=CC=CC=1)=O)[C:6]1[CH:11]=[CH:10][CH:9]=[CH:8][CH:7]=1.C[N:34]([CH3:37])C=O. No catalyst specified. The product is [CH3:37][NH:34][C:24]([C:14]1[CH:15]=[C:16]2[C:21](=[CH:22][C:13]=1[O:12][CH2:5][C:6]1[CH:11]=[CH:10][CH:9]=[CH:8][CH:7]=1)[N:20]=[CH:19][CH:18]=[C:17]2[Cl:3])=[O:26]. The yield is 0.897.